This data is from TCR-epitope binding with 47,182 pairs between 192 epitopes and 23,139 TCRs. The task is: Binary Classification. Given a T-cell receptor sequence (or CDR3 region) and an epitope sequence, predict whether binding occurs between them. (1) The epitope is FLNGSCGSV. The TCR CDR3 sequence is CASSPLGDTQYF. Result: 1 (the TCR binds to the epitope). (2) The epitope is LLFGYPVYV. The TCR CDR3 sequence is CAWSWSSTDTQYF. Result: 0 (the TCR does not bind to the epitope).